Dataset: Catalyst prediction with 721,799 reactions and 888 catalyst types from USPTO. Task: Predict which catalyst facilitates the given reaction. (1) Reactant: [Cl:1][C:2]1[CH:7]=[CH:6][C:5]([C@@H:8]([C:27]2[CH:32]=[CH:31][CH:30]=[C:29]([C:33]3[O:34][C:35](=[O:38])[NH:36][N:37]=3)[CH:28]=2)[N:9]2[CH2:12][CH:11]([C@@H:13]([C:18]3[CH:19]=[C:20]([CH:23]=[C:24]([F:26])[CH:25]=3)[C:21]#[N:22])[C:14]([F:17])([CH3:16])[CH3:15])[CH2:10]2)=[CH:4][CH:3]=1.Cl.C(O)(C)C. Product: [ClH:1].[Cl:1][C:2]1[CH:7]=[CH:6][C:5]([C@@H:8]([C:27]2[CH:32]=[CH:31][CH:30]=[C:29]([C:33]3[O:34][C:35](=[O:38])[NH:36][N:37]=3)[CH:28]=2)[N:9]2[CH2:12][CH:11]([C@@H:13]([C:18]3[CH:19]=[C:20]([CH:23]=[C:24]([F:26])[CH:25]=3)[C:21]#[N:22])[C:14]([F:17])([CH3:16])[CH3:15])[CH2:10]2)=[CH:4][CH:3]=1. The catalyst class is: 32. (2) Reactant: [CH3:1][O:2][C:3](=[O:10])[CH2:4][C@H:5]1[CH2:8][C@H:7]([OH:9])[CH2:6]1.[H-].[Na+].[CH2:13](Br)[C:14]1[CH:19]=[CH:18][CH:17]=[CH:16][CH:15]=1. Product: [CH3:1][O:2][C:3](=[O:10])[CH2:4][C@H:5]1[CH2:8][C@H:7]([O:9][CH2:13][C:14]2[CH:19]=[CH:18][CH:17]=[CH:16][CH:15]=2)[CH2:6]1. The catalyst class is: 3.